Dataset: Forward reaction prediction with 1.9M reactions from USPTO patents (1976-2016). Task: Predict the product of the given reaction. (1) Given the reactants [F:1][C:2]1[CH:29]=[C:28]([F:30])[CH:27]=[CH:26][C:3]=1[CH2:4][O:5][C:6]1[N:7]=[C:8](SC)[N:9]([C:13]2[CH:14]=[C:15]([CH:20]=[CH:21][C:22]=2[CH3:23])[C:16]([O:18][CH3:19])=[O:17])[C:10](=[O:12])[CH:11]=1, predict the reaction product. The product is: [F:1][C:2]1[CH:29]=[C:28]([F:30])[CH:27]=[CH:26][C:3]=1[CH2:4][O:5][C:6]1[N:7]=[CH:8][N:9]([C:13]2[CH:14]=[C:15]([CH:20]=[CH:21][C:22]=2[CH3:23])[C:16]([O:18][CH3:19])=[O:17])[C:10](=[O:12])[CH:11]=1. (2) Given the reactants [N+:1]([C:4]1[CH:13]=[C:12]2[C:7]([C:8]3(CC3)[CH2:9][NH:10][CH2:11]2)=[CH:6][CH:5]=1)([O-:3])=[O:2].C=O.[CH3:18][C:19]([CH3:21])=O, predict the reaction product. The product is: [CH:19]([N:10]1[CH2:9][CH2:8][C:7]2[C:12](=[CH:13][C:4]([N+:1]([O-:3])=[O:2])=[CH:5][CH:6]=2)[CH2:11]1)([CH3:21])[CH3:18]. (3) Given the reactants [CH:1]1([N:5]2[CH2:10][CH2:9][CH:8]([O:11][C:12]3[CH:17]=[CH:16][C:15]([N:18]4[C:22]([CH3:23])=[CH:21][C:20]([C:24]([O:26]C)=O)=[C:19]4[CH3:28])=[CH:14][CH:13]=3)[CH2:7][CH2:6]2)[CH2:4][CH2:3][CH2:2]1.[NH:29]1[CH2:33][CH2:32][CH2:31][CH2:30]1, predict the reaction product. The product is: [CH:1]1([N:5]2[CH2:6][CH2:7][CH:8]([O:11][C:12]3[CH:17]=[CH:16][C:15]([N:18]4[C:22]([CH3:23])=[CH:21][C:20]([C:24]([N:29]5[CH2:33][CH2:32][CH2:31][CH2:30]5)=[O:26])=[C:19]4[CH3:28])=[CH:14][CH:13]=3)[CH2:9][CH2:10]2)[CH2:4][CH2:3][CH2:2]1. (4) Given the reactants [CH:1]1([C:4](=O)[CH2:5][C:6]([O:8]C)=O)[CH2:3][CH2:2]1.C1(NN)C=CC=CC=1.[CH:19]1([C:22]2[N:26]([CH:27](C)C)[N:25]=[CH:24][C:23]=2C=O)[CH2:21][CH2:20]1, predict the reaction product. The product is: [CH:1]1([C:4]2[N:25]([C:24]3[CH:20]=[CH:21][CH:19]=[CH:22][CH:23]=3)[N:26]=[CH:27][C:5]=2[CH:6]=[O:8])[CH2:2][CH2:3]1. (5) Given the reactants [CH2:1]([O:3][C:4]([C:6]1([CH3:27])[CH2:11][CH2:10][N:9]([C:12]2[CH2:26][C:15]3([CH2:18][N:17](C(OC(C)(C)C)=O)[CH2:16]3)[O:14][N:13]=2)[CH2:8][CH2:7]1)=[O:5])[CH3:2].[CH2:28]([O:30][C:31]1[CH:32]=[C:33]([CH:36]=[C:37]([O:46][CH2:47][CH3:48])[C:38]=1[C:39]1[CH:44]=[CH:43][C:42]([F:45])=[CH:41][N:40]=1)[CH:34]=O)[CH3:29], predict the reaction product. The product is: [CH2:47]([O:46][C:37]1[CH:36]=[C:33]([CH:32]=[C:31]([O:30][CH2:28][CH3:29])[C:38]=1[C:39]1[CH:44]=[CH:43][C:42]([F:45])=[CH:41][N:40]=1)[CH2:34][N:17]1[CH2:16][C:15]2([CH2:26][C:12]([N:9]3[CH2:10][CH2:11][C:6]([CH3:27])([C:4]([O:3][CH2:1][CH3:2])=[O:5])[CH2:7][CH2:8]3)=[N:13][O:14]2)[CH2:18]1)[CH3:48].